This data is from Reaction yield outcomes from USPTO patents with 853,638 reactions. The task is: Predict the reaction yield, written as a fraction of the theoretical maximum amount of product (1.0 means a 100% yield; for example, 0.34 means a 34% yield). (1) The reactants are [Br:1][C:2]1[CH:7]=[CH:6][C:5]([C:8]2[CH:13]=[CH:12][C:11]([OH:14])=[CH:10][CH:9]=2)=[CH:4][CH:3]=1.Br[CH2:16][CH2:17][CH2:18][C:19]([O:21][CH2:22][CH3:23])=[O:20].C([O-])([O-])=O.[K+].[K+].Cl. The catalyst is O.CC#N. The product is [CH2:22]([O:21][C:19](=[O:20])[CH2:18][CH2:17][CH2:16][O:14][C:11]1[CH:12]=[CH:13][C:8]([C:5]2[CH:4]=[CH:3][C:2]([Br:1])=[CH:7][CH:6]=2)=[CH:9][CH:10]=1)[CH3:23]. The yield is 0.800. (2) The reactants are [Br:1][C:2]1[CH:3]=[CH:4][C:5]2[N:11]3[CH:12]=[N:13][C:14]([C:15]([O:17]CC)=[O:16])=[C:10]3[CH2:9][N:8]=[C:7]([C:20]3[CH:25]=[CH:24][CH:23]=[CH:22][CH:21]=3)[C:6]=2[CH:26]=1.[OH-].[Na+]. The catalyst is CCO. The product is [Br:1][C:2]1[CH:3]=[CH:4][C:5]2[N:11]3[CH:12]=[N:13][C:14]([C:15]([OH:17])=[O:16])=[C:10]3[CH2:9][N:8]=[C:7]([C:20]3[CH:25]=[CH:24][CH:23]=[CH:22][CH:21]=3)[C:6]=2[CH:26]=1. The yield is 0.966.